Task: Predict the product of the given reaction.. Dataset: Forward reaction prediction with 1.9M reactions from USPTO patents (1976-2016) Given the reactants [CH3:1][S:2]([NH:5][CH2:6][C:7]1[C:15]2[S:14](=[O:17])(=[O:16])[N:13]=[C:12]([CH2:18][C:19]([OH:21])=O)[NH:11][C:10]=2[S:9][CH:8]=1)(=[O:4])=[O:3].F[P-](F)(F)(F)(F)F.N1(OC(N(C)C)=[N+](C)C)C2N=CC=CC=2N=N1.CN1CCOCC1.C([O:55][C:56](=O)[CH:57]([CH:68]1[CH2:72][CH2:71][CH2:70][CH2:69]1)[CH2:58][NH:59][CH2:60][C:61]1[CH:66]=[CH:65][C:64]([F:67])=[CH:63][CH:62]=1)C.[O-]CC.[Na+].C(O)C, predict the reaction product. The product is: [CH:68]1([CH:57]2[CH2:58][N:59]([CH2:60][C:61]3[CH:66]=[CH:65][C:64]([F:67])=[CH:63][CH:62]=3)[C:19](=[O:21])[C:18]([C:12]3[NH:11][C:10]4[S:9][CH:8]=[C:7]([CH2:6][NH:5][S:2]([CH3:1])(=[O:3])=[O:4])[C:15]=4[S:14](=[O:16])(=[O:17])[N:13]=3)=[C:56]2[OH:55])[CH2:72][CH2:71][CH2:70][CH2:69]1.